This data is from Catalyst prediction with 721,799 reactions and 888 catalyst types from USPTO. The task is: Predict which catalyst facilitates the given reaction. (1) Reactant: C([C:4]1[CH:9]=[CH:8][C:7]([CH2:10][CH2:11][C:12]([OH:14])=O)=[CH:6][CH:5]=1)(=O)C.[O:15]1CCCC1.[H-].[Al+3].[Li+].[H-].[H-].[H-]. Product: [OH:15][C:4]1[CH:9]=[CH:8][C:7]([CH2:10][CH2:11][CH2:12][OH:14])=[CH:6][CH:5]=1. The catalyst class is: 6. (2) Reactant: [OH:1][CH2:2][CH:3]1[NH:8][CH2:7][CH2:6][N:5]([C:9]([O:11][C:12]([CH3:15])([CH3:14])[CH3:13])=[O:10])[CH2:4]1.[F:16][C:17]1[CH:18]=[C:19]([N:23]=[C:24]=[O:25])[CH:20]=[CH:21][CH:22]=1. Product: [F:16][C:17]1[CH:18]=[C:19]([NH:23][C:24]([N:8]2[CH2:7][CH2:6][N:5]([C:9]([O:11][C:12]([CH3:15])([CH3:14])[CH3:13])=[O:10])[CH2:4][CH:3]2[CH2:2][OH:1])=[O:25])[CH:20]=[CH:21][CH:22]=1. The catalyst class is: 7. (3) Reactant: Br[C:2]1[CH:7]=[CH:6][C:5]([CH:8]([C:15]#[N:16])[C:9]2[CH:14]=[CH:13][CH:12]=[CH:11][CH:10]=2)=[CH:4][CH:3]=1.[B:17]1([B:17]2[O:21][C:20]([CH3:23])([CH3:22])[C:19]([CH3:25])([CH3:24])[O:18]2)[O:21][C:20]([CH3:23])([CH3:22])[C:19]([CH3:25])([CH3:24])[O:18]1.ClCCl.C([O-])(=O)C.[K+]. Product: [C:9]1([CH:8]([C:5]2[CH:6]=[CH:7][C:2]([B:17]3[O:21][C:20]([CH3:23])([CH3:22])[C:19]([CH3:25])([CH3:24])[O:18]3)=[CH:3][CH:4]=2)[C:15]#[N:16])[CH:14]=[CH:13][CH:12]=[CH:11][CH:10]=1. The catalyst class is: 9. (4) Reactant: [Cl:1][C:2]1[CH:3]=[C:4]([NH:9][CH2:10][C:11]2[CH:16]=[C:15]([F:17])[C:14]([F:18])=[CH:13][C:12]=2[C:19]2[CH:20]=[CH:21][C:22]([C:25]([NH:27][CH2:28][CH2:29][C:30]([O:32][CH2:33][CH3:34])=[O:31])=[O:26])=[N:23][CH:24]=2)[CH:5]=[CH:6][C:7]=1I.[F:35][C:36]1[CH:41]=[CH:40][C:39](B(O)O)=[CH:38][C:37]=1[C:45]([F:48])([F:47])[F:46].C([O-])([O-])=O.[K+].[K+].O. Product: [Cl:1][C:2]1[CH:3]=[C:4]([NH:9][CH2:10][C:11]2[CH:16]=[C:15]([F:17])[C:14]([F:18])=[CH:13][C:12]=2[C:19]2[CH:20]=[CH:21][C:22]([C:25]([NH:27][CH2:28][CH2:29][C:30]([O:32][CH2:33][CH3:34])=[O:31])=[O:26])=[N:23][CH:24]=2)[CH:5]=[CH:6][C:7]=1[C:39]1[CH:40]=[CH:41][C:36]([F:35])=[C:37]([C:45]([F:48])([F:47])[F:46])[CH:38]=1. The catalyst class is: 75. (5) Reactant: [OH:1][C:2]1[C:18]([NH:19][C:20]2[C:23](=[O:24])[C:22](=[O:25])[C:21]=2OC)=[CH:17][CH:16]=[CH:15][C:3]=1[C:4]([N:6]1[CH2:10][CH2:9][CH2:8][C@@H:7]1[C:11]([O:13][CH3:14])=[O:12])=[O:5].[CH3:28][C:29]1[O:33][C:32]([C@@H:34]([NH2:40])[CH:35]2[CH2:39][CH2:38][CH2:37][S:36]2)=[CH:31][CH:30]=1. Product: [OH:1][C:2]1[C:18]([NH:19][C:20]2[C:23](=[O:24])[C:22](=[O:25])[C:21]=2[NH:40][CH:34]([C:32]2[O:33][C:29]([CH3:28])=[CH:30][CH:31]=2)[CH:35]2[CH2:39][CH2:38][CH2:37][S:36]2)=[CH:17][CH:16]=[CH:15][C:3]=1[C:4]([N:6]1[CH2:10][CH2:9][CH2:8][C@@H:7]1[C:11]([O:13][CH3:14])=[O:12])=[O:5]. The catalyst class is: 5. (6) Reactant: [N+:1]([C:4]1[CH:5]=[C:6]([C:15]2[CH:20]=[CH:19][C:18]([C:21]([F:24])([F:23])[F:22])=[CH:17][CH:16]=2)[CH:7]=[C:8]2[C:13]=1[NH:12][C:11](=[O:14])[CH2:10][CH2:9]2)([O-])=O.[H][H]. Product: [NH2:1][C:4]1[CH:5]=[C:6]([C:15]2[CH:20]=[CH:19][C:18]([C:21]([F:24])([F:22])[F:23])=[CH:17][CH:16]=2)[CH:7]=[C:8]2[C:13]=1[NH:12][C:11](=[O:14])[CH2:10][CH2:9]2. The catalyst class is: 29.